From a dataset of Catalyst prediction with 721,799 reactions and 888 catalyst types from USPTO. Predict which catalyst facilitates the given reaction. (1) Reactant: [C:12]([O:11][C:9](O[C:9]([O:11][C:12]([CH3:15])([CH3:14])[CH3:13])=[O:10])=[O:10])([CH3:15])([CH3:14])[CH3:13].[CH3:16][C:17]1([CH3:24])[C:22](=[O:23])[CH2:21][CH2:20][NH:19][CH2:18]1.C(N(CC)CC)C. Product: [C:12]([O:11][C:9]([N:19]1[CH2:20][CH2:21][C:22](=[O:23])[C:17]([CH3:24])([CH3:16])[CH2:18]1)=[O:10])([CH3:13])([CH3:14])[CH3:15]. The catalyst class is: 4. (2) Reactant: [NH2:1][C:2]1[CH:7]=[CH:6][C:5]([C:8]2[O:12][C:11]([N:13]([CH2:21][CH2:22][CH2:23][N:24]3[CH2:29][CH2:28][CH2:27][CH2:26][CH2:25]3)[C:14](=[O:20])[O:15][C:16]([CH3:19])([CH3:18])[CH3:17])=[N:10][N:9]=2)=[CH:4][CH:3]=1.C(N(CC)CC)C.[C:37](Cl)(=[O:44])[C:38]1[CH:43]=[CH:42][CH:41]=[CH:40][CH:39]=1. Product: [C:38]1([C:37]([NH:1][C:2]2[CH:7]=[CH:6][C:5]([C:8]3[O:12][C:11]([N:13]([CH2:21][CH2:22][CH2:23][N:24]4[CH2:25][CH2:26][CH2:27][CH2:28][CH2:29]4)[C:14](=[O:20])[O:15][C:16]([CH3:18])([CH3:19])[CH3:17])=[N:10][N:9]=3)=[CH:4][CH:3]=2)=[O:44])[CH:43]=[CH:42][CH:41]=[CH:40][CH:39]=1. The catalyst class is: 4. (3) Reactant: [C:1]([O:5][C:6]([NH:8][C@@H:9]([CH2:25][C:26]1[CH:31]=[CH:30][C:29]([O:32]CC2C=CC=CC=2)=[C:28]([O:40]CC2C=CC=CC=2)[CH:27]=1)[C:10]([O:12][C@H:13]([CH3:24])[CH2:14][O:15][C:16]([C:18]1[CH:23]=[CH:22][CH:21]=[CH:20][CH:19]=1)=[O:17])=[O:11])=[O:7])([CH3:4])([CH3:3])[CH3:2].[H][H]. Product: [OH:40][C:28]1[CH:27]=[C:26]([CH2:25][C@H:9]([NH:8][C:6]([O:5][C:1]([CH3:2])([CH3:4])[CH3:3])=[O:7])[C:10]([O:12][C@H:13]([CH3:24])[CH2:14][O:15][C:16]([C:18]2[CH:23]=[CH:22][CH:21]=[CH:20][CH:19]=2)=[O:17])=[O:11])[CH:31]=[CH:30][C:29]=1[OH:32]. The catalyst class is: 43. (4) Product: [O:27]=[C:23]1[CH2:22][CH2:21][CH2:20][C:19]2[CH:18]=[C:17]([O:6][S:3]([C:2]([F:15])([F:14])[F:1])(=[O:5])=[O:4])[CH:26]=[CH:25][C:24]1=2. Reactant: [F:1][C:2]([F:15])([F:14])[S:3]([O:6]S(C(F)(F)F)(=O)=O)(=[O:5])=[O:4].O[C:17]1[CH:18]=[C:19]2[C:24](=[CH:25][CH:26]=1)[C:23](=[O:27])[CH2:22][CH2:21][CH2:20]2.N1C(C)=CC=CC=1C. The catalyst class is: 2. (5) Reactant: [Cl:1][C:2]1[C:3]2[CH:14]=[CH:13][CH:12]=[CH:11][C:4]=2[S:5][C:6]=1[C:7]([NH:9][NH2:10])=[O:8].[N+:15]([C:18]1[CH:25]=[CH:24][C:21]([CH:22]=O)=[CH:20][CH:19]=1)([O-:17])=[O:16]. Product: [N+:15]([C:18]1[CH:25]=[CH:24][C:21]([CH:22]=[N:10][NH:9][C:7]([C:6]2[S:5][C:4]3[CH:11]=[CH:12][CH:13]=[CH:14][C:3]=3[C:2]=2[Cl:1])=[O:8])=[CH:20][CH:19]=1)([O-:17])=[O:16]. The catalyst class is: 8. (6) Reactant: P(Cl)(Cl)([Cl:3])=O.CN([CH:9]=[O:10])C.[CH:11]1([N:17]2[C:21](=O)[CH2:20][N:19]=[C:18]2[C:23]2[CH:28]=[CH:27][CH:26]=[CH:25][CH:24]=2)[CH2:16][CH2:15][CH2:14][CH2:13][CH2:12]1. Product: [Cl:3][C:21]1[N:17]([CH:11]2[CH2:16][CH2:15][CH2:14][CH2:13][CH2:12]2)[C:18]([C:23]2[CH:28]=[CH:27][CH:26]=[CH:25][CH:24]=2)=[N:19][C:20]=1[CH:9]=[O:10]. The catalyst class is: 22. (7) Reactant: [CH3:1][N:2]1[C:14]2[C:13](=[O:15])[C:12]3[CH:11]=[C:10]([CH3:16])[CH:9]=[CH:8][C:7]=3[N:6]([CH2:17][C:18]#[N:19])[C:5]=2[CH:4]=[N:3]1.[OH-:20].[K+].O. Product: [CH3:1][N:2]1[C:14]2[C:13](=[O:15])[C:12]3[CH:11]=[C:10]([CH3:16])[CH:9]=[CH:8][C:7]=3[N:6]([CH2:17][C:18]([NH2:19])=[O:20])[C:5]=2[CH:4]=[N:3]1. The catalyst class is: 218. (8) Reactant: [F:1][C:2]1[CH:25]=[C:24]([F:26])[CH:23]=[C:22]([F:27])[C:3]=1[C:4]([NH:6][C:7]1[CH:12]=[CH:11][CH:10]=[C:9]([C:13]([CH:15]2[CH2:20][CH2:19][N:18]([CH3:21])[CH2:17][CH2:16]2)=[O:14])[N:8]=1)=[O:5].C(OCC)C.[ClH:33]. Product: [ClH:33].[F:27][C:22]1[CH:23]=[C:24]([F:26])[CH:25]=[C:2]([F:1])[C:3]=1[C:4]([NH:6][C:7]1[CH:12]=[CH:11][CH:10]=[C:9]([C:13]([CH:15]2[CH2:20][CH2:19][N:18]([CH3:21])[CH2:17][CH2:16]2)=[O:14])[N:8]=1)=[O:5]. The catalyst class is: 32. (9) Reactant: C[O:2][C:3]1[CH:15]=[CH:14][C:6]2[C:7]([C:11]([OH:13])=[O:12])=[C:8]([CH3:10])[S:9][C:5]=2[CH:4]=1.B(Br)(Br)Br. Product: [OH:2][C:3]1[CH:15]=[CH:14][C:6]2[C:7]([C:11]([OH:13])=[O:12])=[C:8]([CH3:10])[S:9][C:5]=2[CH:4]=1. The catalyst class is: 2. (10) Reactant: C([O:5][C:6](=[O:37])[CH2:7][O:8][CH2:9][C:10]1[CH:15]=[C:14]([Cl:16])[CH:13]=[CH:12][C:11]=1[O:17][CH2:18][C:19]([N:21]1[CH2:26][C@H:25]([CH3:27])[N:24]([CH2:28][C:29]2[CH:34]=[CH:33][C:32]([F:35])=[CH:31][CH:30]=2)[CH2:23][C@H:22]1[CH3:36])=[O:20])(C)(C)C.FC(F)(F)C(O)=O.Cl. Product: [Cl:16][C:14]1[CH:13]=[CH:12][C:11]([O:17][CH2:18][C:19]([N:21]2[CH2:26][C@H:25]([CH3:27])[N:24]([CH2:28][C:29]3[CH:30]=[CH:31][C:32]([F:35])=[CH:33][CH:34]=3)[CH2:23][C@H:22]2[CH3:36])=[O:20])=[C:10]([CH:15]=1)[CH2:9][O:8][CH2:7][C:6]([OH:37])=[O:5]. The catalyst class is: 4.